Task: Predict the reactants needed to synthesize the given product.. Dataset: Full USPTO retrosynthesis dataset with 1.9M reactions from patents (1976-2016) (1) Given the product [CH:1]1([NH:6][C:7]2[N:12]=[CH:11][N:10]=[C:9]([C:13]([NH:16][C:17]3[CH:22]=[CH:21][C:20]([OH:23])=[CH:19][CH:18]=3)=[O:15])[CH:8]=2)[CH2:2][CH2:3][CH2:4][CH2:5]1, predict the reactants needed to synthesize it. The reactants are: [CH:1]1([NH:6][C:7]2[N:12]=[CH:11][N:10]=[C:9]([C:13]([OH:15])=O)[CH:8]=2)[CH2:5][CH2:4][CH2:3][CH2:2]1.[NH2:16][C:17]1[CH:22]=[CH:21][C:20]([OH:23])=[CH:19][CH:18]=1. (2) Given the product [OH:35][C:31]1[CH:30]=[C:29]([CH2:28][CH2:27][CH2:26][NH:25][C:21]2[N:20]=[C:19]([CH3:36])[C:18]([C:16]([NH:15][C@@H:4]([CH2:5][NH:6][C:7]([C:9]3[S:10][C:11]([CH3:14])=[CH:12][CH:13]=3)=[O:8])[C:3]([OH:37])=[O:2])=[O:17])=[C:23]([CH3:24])[N:22]=2)[CH:34]=[CH:33][CH:32]=1, predict the reactants needed to synthesize it. The reactants are: C[O:2][C:3](=[O:37])[C@@H:4]([NH:15][C:16]([C:18]1[C:19]([CH3:36])=[N:20][C:21]([NH:25][CH2:26][CH2:27][CH2:28][C:29]2[CH:34]=[CH:33][CH:32]=[C:31]([OH:35])[CH:30]=2)=[N:22][C:23]=1[CH3:24])=[O:17])[CH2:5][NH:6][C:7]([C:9]1[S:10][C:11]([CH3:14])=[CH:12][CH:13]=1)=[O:8].O.[OH-].[Li+].S([O-])(O)(=O)=O.[K+]. (3) The reactants are: [CH3:1][C:2]1[CH:7]=[C:6]([CH3:8])[N:5]=[C:4]([N:9]2[CH2:27][CH2:26][C:12]3([N:17]([C:18]([O:20][C:21]([CH3:24])([CH3:23])[CH3:22])=[O:19])[CH2:16][CH2:15][NH:14][C:13]3=[O:25])[CH2:11][CH2:10]2)[N:3]=1.[Br:28][C:29]1[C:30]([CH2:35]Br)=[N:31][N:32]([CH3:34])[CH:33]=1.[H-].[Na+]. Given the product [Br:28][C:29]1[C:30]([CH2:35][N:14]2[C:13](=[O:25])[C:12]3([CH2:11][CH2:10][N:9]([C:4]4[N:3]=[C:2]([CH3:1])[CH:7]=[C:6]([CH3:8])[N:5]=4)[CH2:27][CH2:26]3)[N:17]([C:18]([O:20][C:21]([CH3:23])([CH3:24])[CH3:22])=[O:19])[CH2:16][CH2:15]2)=[N:31][N:32]([CH3:34])[CH:33]=1, predict the reactants needed to synthesize it. (4) Given the product [Cl:1][C:2]1[N:7]=[CH:6][N:5]=[C:4]([C:8]([NH:28][C:29]2[CH:30]=[C:31]3[C:35](=[CH:36][CH:37]=2)[NH:34][N:33]=[CH:32]3)=[O:9])[CH:3]=1, predict the reactants needed to synthesize it. The reactants are: [Cl:1][C:2]1[N:7]=[CH:6][N:5]=[C:4]([C:8](Cl)=[O:9])[CH:3]=1.ClC1N=CN=C(C(NC2C=CC(O)=CC=2)=O)C=1.[NH2:28][C:29]1[CH:30]=[C:31]2[C:35](=[CH:36][CH:37]=1)[NH:34][N:33]=[CH:32]2.CCN(C(C)C)C(C)C. (5) Given the product [CH3:15][N:17]([C:18]1[CH:23]=[CH:22][CH:21]=[CH:20][CH:19]=1)[CH2:2][CH2:3][CH2:4][CH2:5][CH2:6][O:7][C:8]1[CH:13]=[CH:12][C:11]([OH:14])=[CH:10][CH:9]=1, predict the reactants needed to synthesize it. The reactants are: Br[CH2:2][CH2:3][CH2:4][CH2:5][CH2:6][O:7][C:8]1[CH:13]=[CH:12][C:11]([OH:14])=[CH:10][CH:9]=1.[CH2:15]([NH:17][C:18]1[CH:23]=[CH:22][CH:21]=[CH:20][CH:19]=1)C.C(#N)C. (6) Given the product [C:19]1([CH3:29])[CH:24]=[CH:23][CH:22]=[C:21]([S:25]([N:4]2[CH2:5][CH2:6][N:1]([C:7]3[CH:16]=[CH:15][CH:14]=[C:13]4[C:8]=3[C:9]([NH2:18])=[N:10][C:11]([NH2:17])=[N:12]4)[CH2:2][CH2:3]2)(=[O:27])=[O:26])[CH:20]=1, predict the reactants needed to synthesize it. The reactants are: [N:1]1([C:7]2[CH:16]=[CH:15][CH:14]=[C:13]3[C:8]=2[C:9]([NH2:18])=[N:10][C:11]([NH2:17])=[N:12]3)[CH2:6][CH2:5][NH:4][CH2:3][CH2:2]1.[C:19]1([CH3:29])[CH:24]=[CH:23][CH:22]=[C:21]([S:25](Cl)(=[O:27])=[O:26])[CH:20]=1. (7) The reactants are: [CH:1]1([CH2:6][C@H:7]([N:16]2[CH2:20][C:19]([O:21][C:22]3[CH:27]=[CH:26][CH:25]=[CH:24][C:23]=3[O:28][CH3:29])=[CH:18][C:17]2=[O:30])[C:8]([NH:10][C:11]2SC=C[N:15]=2)=[O:9])[CH2:5][CH2:4][CH2:3][CH2:2]1.NC1[CH:36]=[CH:35][N:34]([CH2:37][C:38]([CH3:41])([OH:40])[CH3:39])N=1.F[P-](F)(F)(F)(F)F.N1(O[P+](N(C)C)(N(C)C)N(C)C)C2C=CC=CC=2N=N1.C(N(CC)C(C)C)(C)C. Given the product [CH:1]1([CH2:6][C@H:7]([N:16]2[CH2:20][C:19]([O:21][C:22]3[CH:27]=[CH:26][CH:25]=[CH:24][C:23]=3[O:28][CH3:29])=[CH:18][C:17]2=[O:30])[C:8]([NH:10][C:11]2[CH:36]=[CH:35][N:34]([CH2:37][C:38]([OH:40])([CH3:41])[CH3:39])[N:15]=2)=[O:9])[CH2:2][CH2:3][CH2:4][CH2:5]1, predict the reactants needed to synthesize it.